This data is from Blood-brain barrier permeability classification from the B3DB database. The task is: Regression/Classification. Given a drug SMILES string, predict its absorption, distribution, metabolism, or excretion properties. Task type varies by dataset: regression for continuous measurements (e.g., permeability, clearance, half-life) or binary classification for categorical outcomes (e.g., BBB penetration, CYP inhibition). Dataset: b3db_classification. (1) The drug is CC(COc1ccccc1)NC(C)C(O)c1ccc(O)cc1. The result is 0 (does not penetrate BBB). (2) The drug is CN(C)CCCN1c2ccccc2CCc2ccccc21. The result is 1 (penetrates BBB). (3) The compound is OC(c1cc(C(F)(F)F)nc2c(C(F)(F)F)cccc12)C1CCCCN1. The result is 1 (penetrates BBB). (4) The drug is CN1CCCc2cccc(OC[C@@H]3CNCCO3)c21. The result is 1 (penetrates BBB). (5) The molecule is Cc1cccc(OCC(O)CNC(C)C)c1. The result is 1 (penetrates BBB). (6) The drug is CCCCCCC(C)(C)c1cc(O)c2c(c1)OC(C)(C)C1CCC(=O)CC21. The result is 1 (penetrates BBB). (7) The compound is CC1(C)S[C@@H]2[C@@H](NC(=O)CCC[C@@H](N)C(=O)O)C(=O)N2[C@@H]1C(=O)O. The result is 0 (does not penetrate BBB). (8) The molecule is CCCCNCC1COc2ccccc2O1. The result is 1 (penetrates BBB). (9) The molecule is CC(=C(CCOP(=O)(O)O)SC(=O)c1ccccc1)N(C=O)Cc1cnc(C)nc1N. The result is 1 (penetrates BBB). (10) The result is 1 (penetrates BBB). The compound is Cc1cc(C)cc(OC[C@@H]2CNC(=O)O2)c1.